From a dataset of Catalyst prediction with 721,799 reactions and 888 catalyst types from USPTO. Predict which catalyst facilitates the given reaction. (1) Reactant: [BH4-].[Na+].[O:3]=[C:4]([CH2:10][CH2:11][CH:12]=[CH:13][CH:14]=[CH:15][CH3:16])[CH2:5][C:6]([O:8][CH3:9])=[O:7].Cl. Product: [OH:3][CH:4]([CH2:10][CH2:11][CH:12]=[CH:13][CH:14]=[CH:15][CH3:16])[CH2:5][C:6]([O:8][CH3:9])=[O:7]. The catalyst class is: 1. (2) Reactant: [N:1]1([C:7]2[S:8]/[C:9](=[CH:13]\[C:14]3[CH:19]=[C:18]([F:20])[CH:17]=[CH:16][C:15]=3[OH:21])/[C:10](=[O:12])[N:11]=2)[CH2:6][CH2:5][CH2:4][CH2:3][NH:2]1.C(=O)([O-])[O-].[K+].[K+].[N:28]1([C:34]([Cl:36])=[O:35])[CH2:33][CH2:32][CH2:31][CH2:30][CH2:29]1. Product: [ClH:36].[N:28]1([C:34]([O:21][C:15]2[CH:16]=[CH:17][C:18]([F:20])=[CH:19][C:14]=2/[CH:13]=[C:9]2\[C:10](=[O:12])[N:11]=[C:7]([N:1]3[CH2:6][CH2:5][CH2:4][CH2:3][NH:2]3)[S:8]\2)=[O:35])[CH2:33][CH2:32][CH2:31][CH2:30][CH2:29]1. The catalyst class is: 10. (3) The catalyst class is: 9. Product: [CH3:25][O:24][C:21]1[CH:22]=[CH:23][C:18]([CH2:17][N:3]2[C:4]3[S:13][C:12]([CH:14]=[O:15])=[CH:11][C:5]=3[C:6]3=[CH:10][CH:9]=[N:8][N:7]3[C:2]2=[O:1])=[CH:19][CH:20]=1. Reactant: [O:1]=[C:2]1[N:7]2[N:8]=[CH:9][CH:10]=[C:6]2[C:5]2[CH:11]=[C:12]([CH:14]=[O:15])[S:13][C:4]=2[NH:3]1.Cl[CH2:17][C:18]1[CH:23]=[CH:22][C:21]([O:24][CH3:25])=[CH:20][CH:19]=1.C(=O)([O-])[O-].[K+].[K+].[Cl-].[NH4+]. (4) Reactant: [Cl:1][CH2:2][C:3]1[C:4]([C:19](Cl)=[O:20])=[N:5][O:6][C:7]=1[C:8]1[CH:13]=[CH:12][C:11]([C:14]([F:17])([F:16])[F:15])=[C:10]([F:18])[CH:9]=1.[NH2:22][C@H:23]1[CH2:28][CH2:27][CH2:26][C@@H:25]([OH:29])[CH2:24]1.C(N(CC)CC)C.C(=O)(O)[O-].[Na+]. Product: [Cl:1][CH2:2][C:3]1[C:4]([C:19]([NH:22][C@H:23]2[CH2:28][CH2:27][CH2:26][C@@H:25]([OH:29])[CH2:24]2)=[O:20])=[N:5][O:6][C:7]=1[C:8]1[CH:13]=[CH:12][C:11]([C:14]([F:17])([F:16])[F:15])=[C:10]([F:18])[CH:9]=1. The catalyst class is: 2. (5) Reactant: [H-].[Na+].[CH2:3]1[O:7][C@@H:6]2[C@@H:8]([OH:11])[CH2:9][O:10][C@@H:5]2[C@@H:4]1[OH:12].[CH:13]1[CH:18]=[CH:17][C:16]([CH2:19]Br)=[CH:15][CH:14]=1. Product: [CH2:19]([O:12][CH:4]1[CH:5]2[O:10][CH2:9][CH:8]([OH:11])[CH:6]2[O:7][CH2:3]1)[C:16]1[CH:17]=[CH:18][CH:13]=[CH:14][CH:15]=1. The catalyst class is: 3. (6) Reactant: [CH3:1][O:2][C:3]1[C:8]2[N:9]=[C:10]([C:13]([F:16])([F:15])[F:14])[N:11]([CH3:12])[C:7]=2[CH:6]=[CH:5][CH:4]=1.[Br:17]N1C(=O)CCC1=O. Product: [Br:17][C:6]1[C:7]2[N:11]([CH3:12])[C:10]([C:13]([F:16])([F:14])[F:15])=[N:9][C:8]=2[C:3]([O:2][CH3:1])=[CH:4][CH:5]=1. The catalyst class is: 22.